Dataset: Catalyst prediction with 721,799 reactions and 888 catalyst types from USPTO. Task: Predict which catalyst facilitates the given reaction. Reactant: [Cl:1][C:2]1[CH:18]=[CH:17][C:5]2[CH2:6][CH2:7][N:8]([C:11](=[O:16])C(F)(F)F)[CH2:9][CH2:10][C:4]=2[C:3]=1OS(C(F)(F)F)(=O)=O.C([O-])([O-])=O.[Cs+].[Cs+].N#N.[F:35][C:36]([F:40])([F:39])[CH2:37][NH2:38]. Product: [Cl:1][C:2]1[CH:18]=[CH:17][C:5]2[CH2:6][CH2:7][N:8]([C:11](=[O:16])[C:36]([F:40])([F:39])[F:35])[CH2:9][CH2:10][C:4]=2[C:3]=1[NH:38][CH2:37][C:36]([F:40])([F:39])[F:35]. The catalyst class is: 318.